The task is: Predict the product of the given reaction.. This data is from Forward reaction prediction with 1.9M reactions from USPTO patents (1976-2016). (1) Given the reactants [C:1]1(B(O)O)[CH:6]=[CH:5][CH:4]=[CH:3][CH:2]=1.[CH3:10][C:11]1[CH:16]=[CH:15][C:14]([OH:17])=[CH:13][C:12]=1[N+:18]([O-:20])=[O:19].CCN(CC)CC, predict the reaction product. The product is: [O:17]([C:14]1[CH:15]=[CH:16][C:11]([CH3:10])=[C:12]([N+:18]([O-:20])=[O:19])[CH:13]=1)[C:1]1[CH:6]=[CH:5][CH:4]=[CH:3][CH:2]=1. (2) Given the reactants Cl.[N+:2]([C:5]1[C:6]([NH:11][CH:12]2[CH2:17][CH2:16][NH:15][CH2:14][CH2:13]2)=[N:7][CH:8]=[CH:9][CH:10]=1)([O-:4])=[O:3].Cl[C:19]1[S:20][C:21]2[CH:27]=[CH:26][CH:25]=[CH:24][C:22]=2[N:23]=1, predict the reaction product. The product is: [S:20]1[C:21]2[CH:27]=[CH:26][CH:25]=[CH:24][C:22]=2[N:23]=[C:19]1[N:15]1[CH2:16][CH2:17][CH:12]([NH:11][C:6]2[C:5]([N+:2]([O-:4])=[O:3])=[CH:10][CH:9]=[CH:8][N:7]=2)[CH2:13][CH2:14]1. (3) Given the reactants CO[C:3](=[O:33])[N:4]=[C:5](SC)[C:6]([C:20]1[CH:25]=[C:24]([O:26][CH3:27])[C:23]([O:28][CH3:29])=[C:22]([OH:30])[CH:21]=1)=[N:7][C:8]1[CH:13]=[CH:12][C:11]([C:14]2[N:18]=C(C)O[N:15]=2)=[CH:10][CH:9]=1.C[O:35][C:36]([C:38]1[S:39][CH:40]=[CH:41][C:42]=1[NH:43][NH2:44])=[O:37].COC(=O)N=C(SC)C(C1C=C(OC)C=C(O)C=1F)=NC1C=CC(C2N=[C:61]([CH3:63])[O:60]N=2)=CC=1.COC(C1SC=NC=1NN)=O, predict the reaction product. The product is: [C:14]([C:11]1[CH:10]=[CH:9][C:8]([NH:7][C@@H:6]([C:20]2[CH:25]=[C:24]([O:26][CH3:27])[C:23]([O:28][CH3:29])=[C:22]([O:30][CH2:63][CH2:61][OH:60])[CH:21]=2)[C:5]2[NH:4][C:3](=[O:33])[N:43]([C:42]3[CH:41]=[CH:40][S:39][C:38]=3[C:36]([OH:35])=[O:37])[N:44]=2)=[CH:13][CH:12]=1)(=[NH:18])[NH2:15]. (4) Given the reactants C(OC([N:8]1[CH2:12][C@@H:11]([CH2:13][N:14]([CH:31]([CH3:33])[CH3:32])[C:15](=[O:30])[C:16]2[CH:21]=[CH:20][C:19]([O:22][CH3:23])=[C:18]([O:24][CH2:25][CH2:26][CH2:27][O:28][CH3:29])[CH:17]=2)[C@H:10]([OH:34])[CH2:9]1)=O)(C)(C)C.[N:35]([CH2:38][C:39]1[CH:44]=[CH:43][C:42]([O:45][CH3:46])=[CH:41][CH:40]=1)=[C:36]=[O:37].CC#N.O.CC#N, predict the reaction product. The product is: [CH:31]([N:14]([CH2:13][C@@H:11]1[CH2:12][NH:8][CH2:9][C@H:10]1[O:34][C:36](=[O:37])[NH:35][CH2:38][C:39]1[CH:44]=[CH:43][C:42]([O:45][CH3:46])=[CH:41][CH:40]=1)[C:15](=[O:30])[C:16]1[CH:21]=[CH:20][C:19]([O:22][CH3:23])=[C:18]([O:24][CH2:25][CH2:26][CH2:27][O:28][CH3:29])[CH:17]=1)([CH3:32])[CH3:33]. (5) Given the reactants [CH3:1][O:2][C:3]1[CH:8]=[CH:7][CH:6]=[CH:5][C:4]=1[C:9]1[NH:10][C:11](=O)[C:12]2[S:17][CH:16]=[CH:15][C:13]=2[N:14]=1.O=P(Cl)(Cl)[Cl:21].CN(C)C1C=CC=CC=1.C([O-])(O)=O.[Na+], predict the reaction product. The product is: [Cl:21][C:11]1[C:12]2[S:17][CH:16]=[CH:15][C:13]=2[N:14]=[C:9]([C:4]2[CH:5]=[CH:6][CH:7]=[CH:8][C:3]=2[O:2][CH3:1])[N:10]=1. (6) Given the reactants C([O:3][C:4](=[O:47])[CH2:5][CH2:6][CH2:7][O:8][C:9]1[CH:14]=[CH:13][CH:12]=[C:11]([CH2:15][CH2:16][CH2:17][CH2:18][CH2:19][CH2:20][O:21][C:22]2[CH:27]=[C:26]([C:28]3[CH:29]=[N:30][CH:31]=[CH:32][CH:33]=3)[CH:25]=[C:24]([C:34]3[CH:35]=[N:36][CH:37]=[CH:38][CH:39]=3)[CH:23]=2)[C:10]=1[CH2:40][CH2:41][C:42]([O:44]CC)=[O:43])C.[OH-].[Na+], predict the reaction product. The product is: [C:42]([CH2:41][CH2:40][C:10]1[C:11]([CH2:15][CH2:16][CH2:17][CH2:18][CH2:19][CH2:20][O:21][C:22]2[CH:27]=[C:26]([C:28]3[CH:29]=[N:30][CH:31]=[CH:32][CH:33]=3)[CH:25]=[C:24]([C:34]3[CH:35]=[N:36][CH:37]=[CH:38][CH:39]=3)[CH:23]=2)=[CH:12][CH:13]=[CH:14][C:9]=1[O:8][CH2:7][CH2:6][CH2:5][C:4]([OH:47])=[O:3])([OH:44])=[O:43].